From a dataset of Retrosynthesis with 50K atom-mapped reactions and 10 reaction types from USPTO. Predict the reactants needed to synthesize the given product. (1) Given the product CCOc1ccccc1Nc1nc2ccc(Cn3cnc4cc(OC)c(OC)cc43)cc2s1, predict the reactants needed to synthesize it. The reactants are: CCOc1ccccc1N.COc1cc2ncn(Cc3ccc4nc(Br)sc4c3)c2cc1OC. (2) The reactants are: CC(C)(O)CCCCCl.CCCCn1cnc2c1c(=O)[nH]c(=O)n2C. Given the product CCCCn1cnc2c1c(=O)n(CCCCC(C)(C)O)c(=O)n2C, predict the reactants needed to synthesize it. (3) Given the product CC(Oc1cc(-c2nn(C)c(C(F)(F)F)c2Cl)c(F)cc1Cl)C(=O)O, predict the reactants needed to synthesize it. The reactants are: CCOC(=O)C(C)Oc1cc(-c2nn(C)c(C(F)(F)F)c2Cl)c(F)cc1Cl. (4) Given the product O=S(=O)(NCCCCO)c1ccc(-c2ccccc2)cc1C(F)(F)F, predict the reactants needed to synthesize it. The reactants are: O=S(=O)(NCCCCO)c1ccc(Br)cc1C(F)(F)F.OB(O)c1ccccc1. (5) Given the product Cc1nc2ccc(OCCCN3CCC(OC(c4ccccc4)c4ccccc4)CC3)nn2n1, predict the reactants needed to synthesize it. The reactants are: Cc1nc2ccc(Cl)nn2n1.OCCCN1CCC(OC(c2ccccc2)c2ccccc2)CC1. (6) The reactants are: CC(C)(C)C(O)COc1ccc(Cl)cc1. Given the product CC(C)(C)C(=O)COc1ccc(Cl)cc1, predict the reactants needed to synthesize it. (7) Given the product CCCCOc1ccc(C=O)cc1C, predict the reactants needed to synthesize it. The reactants are: CCCCBr.Cc1cc(C=O)ccc1O.